Dataset: Full USPTO retrosynthesis dataset with 1.9M reactions from patents (1976-2016). Task: Predict the reactants needed to synthesize the given product. Given the product [OH:6][CH2:5][CH2:4][CH2:3][O:7][C:9]1[CH:18]=[C:17]2[C:12]([C:13]([OH:19])=[N:14][CH:15]=[N:16]2)=[CH:11][CH:10]=1, predict the reactants needed to synthesize it. The reactants are: [H-].[Na+].[CH2:3]([OH:7])[CH2:4][CH2:5][OH:6].F[C:9]1[CH:18]=[C:17]2[C:12]([C:13]([OH:19])=[N:14][CH:15]=[N:16]2)=[CH:11][CH:10]=1.